From a dataset of Catalyst prediction with 721,799 reactions and 888 catalyst types from USPTO. Predict which catalyst facilitates the given reaction. (1) Reactant: C(=O)([O-])[O-].[K+].[K+].Br[CH2:8][C:9]1[CH:18]=[CH:17][C:12]([C:13]([O:15][CH3:16])=[O:14])=[CH:11][C:10]=1[O:19][CH3:20].[CH:21]1[C:26]([OH:27])=[CH:25][CH:24]=[C:23]([CH3:28])[CH:22]=1. Product: [CH3:20][O:19][C:10]1[CH:11]=[C:12]([CH:17]=[CH:18][C:9]=1[CH2:8][O:27][C:26]1[CH:21]=[CH:22][C:23]([CH3:28])=[CH:24][CH:25]=1)[C:13]([O:15][CH3:16])=[O:14]. The catalyst class is: 21. (2) Reactant: Cl[C:2]1[N:3]=[C:4]([OH:13])[C:5]2[CH:11]=[CH:10][N:9]=[C:8]([Cl:12])[C:6]=2[N:7]=1.[NH:14]1[CH2:19][CH2:18][O:17][CH2:16][CH2:15]1. Product: [Cl:12][C:8]1[C:6]2[N:7]=[C:2]([N:14]3[CH2:19][CH2:18][O:17][CH2:16][CH2:15]3)[N:3]=[C:4]([OH:13])[C:5]=2[CH:11]=[CH:10][N:9]=1. The catalyst class is: 44. (3) Reactant: [F:1][C:2]1[CH:7]=[CH:6][C:5]([F:8])=[CH:4][C:3]=1[C@H:9]1[CH2:13][CH2:12][CH2:11][N:10]1[C:14]1[CH:19]=[CH:18][N:17]2[N:20]=[CH:21][C:22](/[CH:23]=[CH:24]/[C:25](O)=[O:26])=[C:16]2[N:15]=1.CN(C(ON1N=NC2C=CC=NC1=2)=[N+](C)C)C.F[P-](F)(F)(F)(F)F.CCN(C(C)C)C(C)C.[NH:61]1[CH2:65][CH2:64][C@H:63]([OH:66])[CH2:62]1. Product: [F:1][C:2]1[CH:7]=[CH:6][C:5]([F:8])=[CH:4][C:3]=1[C@H:9]1[CH2:13][CH2:12][CH2:11][N:10]1[C:14]1[CH:19]=[CH:18][N:17]2[N:20]=[CH:21][C:22](/[CH:23]=[CH:24]/[C:25]([N:61]3[CH2:65][CH2:64][C@H:63]([OH:66])[CH2:62]3)=[O:26])=[C:16]2[N:15]=1. The catalyst class is: 31. (4) Reactant: [N:1]1([CH:15]2[CH2:20][CH2:19][NH:18][CH2:17][CH2:16]2)[CH2:6][CH2:5][CH2:4][C@@H:3]([C:7]([N:9]2[CH2:14][CH2:13][O:12][CH2:11][CH2:10]2)=[O:8])[CH2:2]1.[F:21][C:22]([F:47])([F:46])[C:23]1[CH:24]=[C:25]2[C:30](=[CH:31][CH:32]=1)[N:29]=[C:28]([C:33]1[CH:38]=[CH:37][C:36]([C:39]([F:42])([F:41])[F:40])=[CH:35][CH:34]=1)[CH:27]=[C:26]2[C:43](O)=[O:44].O.ON1C2C=CC=CC=2N=N1.C(N(C(C)C)CC)(C)C. Product: [N:9]1([C:7]([C@@H:3]2[CH2:4][CH2:5][CH2:6][N:1]([CH:15]3[CH2:20][CH2:19][N:18]([C:43]([C:26]4[C:25]5[C:30](=[CH:31][CH:32]=[C:23]([C:22]([F:21])([F:46])[F:47])[CH:24]=5)[N:29]=[C:28]([C:33]5[CH:38]=[CH:37][C:36]([C:39]([F:42])([F:40])[F:41])=[CH:35][CH:34]=5)[CH:27]=4)=[O:44])[CH2:17][CH2:16]3)[CH2:2]2)=[O:8])[CH2:10][CH2:11][O:12][CH2:13][CH2:14]1. The catalyst class is: 4.